This data is from Reaction yield outcomes from USPTO patents with 853,638 reactions. The task is: Predict the reaction yield, written as a fraction of the theoretical maximum amount of product (1.0 means a 100% yield; for example, 0.34 means a 34% yield). (1) The reactants are [Cl:1][C:2]1[CH:3]=[C:4]([NH:9][C:10]([N:12]2[CH2:17][CH2:16][N:15]([C:18]([C@H:20]3[CH2:25][N:24]([CH2:26][CH3:27])[CH2:23][CH2:22][NH:21]3)=[O:19])[CH2:14][CH2:13]2)=[O:11])[CH:5]=[CH:6][C:7]=1[Cl:8].C(N(CC)CC)C.[C:35](Cl)(=[O:37])[CH3:36]. The catalyst is C(Cl)(Cl)Cl.C(Cl)Cl. The product is [C:35]([N:21]1[CH2:22][CH2:23][N:24]([CH2:26][CH3:27])[CH2:25][C@@H:20]1[C:18]([N:15]1[CH2:14][CH2:13][N:12]([C:10]([NH:9][C:4]2[CH:5]=[CH:6][C:7]([Cl:8])=[C:2]([Cl:1])[CH:3]=2)=[O:11])[CH2:17][CH2:16]1)=[O:19])(=[O:37])[CH3:36]. The yield is 0.450. (2) The reactants are [OH:1][C:2]1[CH:9]=[CH:8][C:5]([CH:6]=[O:7])=[CH:4][CH:3]=1.[Br:10]Br.O. The catalyst is C(Cl)(Cl)Cl. The product is [Br:10][C:3]1[CH:4]=[C:5]([CH:8]=[CH:9][C:2]=1[OH:1])[CH:6]=[O:7]. The yield is 1.00. (3) The reactants are C(=O)([O-])[O-].[Cs+].[Cs+].C1(S)C=CC=CC=1.[N+](C1C=CC=CC=1S([O:26][C:27]1[C:28]([O:36][CH3:37])=[C:29]2[C:33](=[CH:34][CH:35]=1)[NH:32][N:31]=[CH:30]2)(=O)=O)([O-])=O.O. The catalyst is CN(C)C=O. The product is [CH3:37][O:36][C:28]1[C:27]([OH:26])=[CH:35][CH:34]=[C:33]2[C:29]=1[CH:30]=[N:31][NH:32]2. The yield is 1.00. (4) The reactants are [NH2:1][C:2]1[C:3]([O:13][CH3:14])=[C:4]([C:10](=[O:12])[CH3:11])[CH:5]=[C:6]([Cl:9])[C:7]=1[CH3:8].Cl[CH2:16][CH2:17][CH2:18][C:19](Cl)=[O:20].CC(C)([O-])C.[K+]. The catalyst is CN(C)C1C=CN=CC=1.O1CCCC1. The product is [C:10]([C:4]1[C:3]([O:13][CH3:14])=[C:2]([N:1]2[CH2:16][CH2:17][CH2:18][C:19]2=[O:20])[C:7]([CH3:8])=[C:6]([Cl:9])[CH:5]=1)(=[O:12])[CH3:11]. The yield is 0.200. (5) The reactants are [CH2:1]([O:4][CH2:5][CH2:6][O:7][CH:8]1[CH2:14][CH2:13][CH2:12][S:9]1(=[O:11])=[O:10])[CH:2]=[CH2:3].[CH3:15][Si:16]([CH3:26])([CH3:25])[O:17][CH:18]([SiH3:24])[O:19][Si:20]([CH3:23])([CH3:22])[CH3:21]. The catalyst is C1(C)C(C)=CC=CC=1. The product is [CH3:21][Si:20]([CH3:23])([CH3:22])[O:19][CH:18]([SiH2:24][CH2:3][CH2:2][CH2:1][O:4][CH2:5][CH2:6][O:7][CH:8]1[CH2:14][CH2:13][CH2:12][S:9]1(=[O:10])=[O:11])[O:17][Si:16]([CH3:26])([CH3:25])[CH3:15]. The yield is 0.503. (6) The reactants are [S:1]1[CH:5]=[CH:4][N:3]=[C:2]1[N:6]1[CH2:11][CH2:10][NH:9][CH2:8][CH2:7]1.C(N(CC)CC)C.[C:19](O[C:19]([O:21][C:22]([CH3:25])([CH3:24])[CH3:23])=[O:20])([O:21][C:22]([CH3:25])([CH3:24])[CH3:23])=[O:20].O. The catalyst is CN(C1C=CN=CC=1)C.C(#N)C. The product is [C:22]([O:21][C:19]([N:9]1[CH2:8][CH2:7][N:6]([C:2]2[S:1][CH:5]=[CH:4][N:3]=2)[CH2:11][CH2:10]1)=[O:20])([CH3:25])([CH3:24])[CH3:23]. The yield is 0.900. (7) The reactants are [Br:1][C:2]1[CH:3]=[C:4]([NH:11]C(OCC)=O)[C:5]([N+:8]([O-:10])=[O:9])=[N:6][CH:7]=1.[OH-].[K+]. The catalyst is C(O)C.O. The product is [Br:1][C:2]1[CH:3]=[C:4]([NH2:11])[C:5]([N+:8]([O-:10])=[O:9])=[N:6][CH:7]=1. The yield is 0.920. (8) The reactants are [H-].[Na+].[CH3:3][O:4][CH2:5][O:6][C:7]1[C:12]([C:13]2[CH:18]=[CH:17][CH:16]=[C:15]([Cl:19])[CH:14]=2)=[CH:11][C:10]([C:20](=[O:28])[NH:21][CH2:22][C:23]2([CH2:26][OH:27])[CH2:25][CH2:24]2)=[CH:9][C:8]=1[C:29]1[CH:34]=[CH:33][CH:32]=[C:31]([Cl:35])[CH:30]=1.C1OCCOCCOCCOCCOC1.[C:51]1([CH2:57][CH2:58][CH2:59][CH2:60]Br)[CH:56]=[CH:55][CH:54]=[CH:53][CH:52]=1. The catalyst is [I-].C([N+](CCCC)(CCCC)CCCC)CCC.C1COCC1. The product is [CH3:3][O:4][CH2:5][O:6][C:7]1[C:8]([C:29]2[CH:34]=[CH:33][CH:32]=[C:31]([Cl:35])[CH:30]=2)=[CH:9][C:10]([C:20](=[O:28])[NH:21][CH2:22][C:23]2([CH2:26][O:27][CH2:60][CH2:59][CH2:58][CH2:57][C:51]3[CH:56]=[CH:55][CH:54]=[CH:53][CH:52]=3)[CH2:24][CH2:25]2)=[CH:11][C:12]=1[C:13]1[CH:18]=[CH:17][CH:16]=[C:15]([Cl:19])[CH:14]=1. The yield is 0.330.